Dataset: Catalyst prediction with 721,799 reactions and 888 catalyst types from USPTO. Task: Predict which catalyst facilitates the given reaction. (1) Reactant: [CH3:1][C:2]1[C:10]([N+:11]([O-:13])=[O:12])=[CH:9][C:5]([C:6]([OH:8])=[O:7])=[CH:4][C:3]=1[N+:14]([O-])=O.S(S([O-])=O)([O-])=O.[Na+].[Na+]. Product: [NH2:14][C:3]1[CH:4]=[C:5]([CH:9]=[C:10]([N+:11]([O-:13])=[O:12])[C:2]=1[CH3:1])[C:6]([OH:8])=[O:7]. The catalyst class is: 24. (2) Reactant: [Cl:1][C:2]1[CH:7]=[C:6]([CH2:8]O)[CH:5]=[CH:4][N:3]=1.P(Br)(Br)[Br:11]. Product: [Br:11][CH2:8][C:6]1[CH:5]=[CH:4][N:3]=[C:2]([Cl:1])[CH:7]=1. The catalyst class is: 2. (3) Reactant: Br[CH2:2][CH2:3][CH2:4][CH3:5].C(=O)([O-])[O-].[K+].[K+].[Br:12][C:13]1[CH:14]=[C:15]2[C:20](=[CH:21][CH:22]=1)[C:19](=[O:23])[NH:18][C:17](=[O:24])/[C:16]/2=[CH:25]\[NH:26][CH2:27][C:28]1[CH:33]=[CH:32][C:31]([OH:34])=[C:30]([OH:35])[CH:29]=1. Product: [Br:12][C:13]1[CH:14]=[C:15]2[C:20](=[CH:21][CH:22]=1)[C:19](=[O:23])[NH:18][C:17](=[O:24])/[C:16]/2=[CH:25]\[NH:26][CH2:27][C:28]1[CH:33]=[CH:32][C:31]([O:34][CH2:2][CH2:3][CH2:4][CH3:5])=[C:30]([OH:35])[CH:29]=1. The catalyst class is: 711. (4) Reactant: [CH3:1][N:2]1[CH2:7][CH2:6][N:5]([NH:8][CH2:9][C:10]2[S:11][CH:12]=[CH:13][N:14]=2)[CH2:4][CH2:3]1.C(N(CC)CC)C.[CH3:22][C:23]([O:26][C:27]([N:29]([C:47]([O:49][C:50]([CH3:53])([CH3:52])[CH3:51])=[O:48])[N:30]([C:38]1[C:43]([F:44])=[C:42](Cl)[N:41]=[C:40]([Cl:46])[N:39]=1)[C:31]([O:33][C:34]([CH3:37])([CH3:36])[CH3:35])=[O:32])=[O:28])([CH3:25])[CH3:24].CS(C)=O. Product: [Cl:46][C:40]1[N:39]=[C:38]([N:30]([C:31]([O:33][C:34]([CH3:37])([CH3:36])[CH3:35])=[O:32])[N:29]([C:27]([O:26][C:23]([CH3:22])([CH3:24])[CH3:25])=[O:28])[C:47]([O:49][C:50]([CH3:51])([CH3:52])[CH3:53])=[O:48])[C:43]([F:44])=[C:42]([N:8]([N:5]2[CH2:4][CH2:3][N:2]([CH3:1])[CH2:7][CH2:6]2)[CH2:9][C:10]2[S:11][CH:12]=[CH:13][N:14]=2)[N:41]=1. The catalyst class is: 1. (5) Reactant: [CH3:1][O:2][C:3]1[CH:8]=[CH:7][C:6]([C:9]2[C:14]([C:15]3[N:16]=[N:17][C:18]([O:21]C)=[CH:19][CH:20]=3)=[CH:13][N:12]=[C:11]([NH2:23])[N:10]=2)=[CH:5][CH:4]=1.O.[OH-].[Na+]. Product: [NH2:23][C:11]1[N:10]=[C:9]([C:6]2[CH:5]=[CH:4][C:3]([O:2][CH3:1])=[CH:8][CH:7]=2)[C:14]([C:15]2[CH:20]=[CH:19][C:18](=[O:21])[NH:17][N:16]=2)=[CH:13][N:12]=1. The catalyst class is: 12. (6) Reactant: [S:1]1[CH2:6][CH2:5][CH2:4][S:3][CH:2]1[C:7]1[CH:12]=[CH:11][C:10]([OH:13])=[CH:9][CH:8]=1.[Li]CCCC.Br[CH2:20][C:21]1[CH:22]=[C:23]([C:29]2[S:30][CH:31]=[CH:32][CH:33]=2)[CH:24]=[CH:25][C:26]=1[O:27][CH3:28]. Product: [CH3:28][O:27][C:26]1[CH:25]=[CH:24][C:23]([C:29]2[S:30][CH:31]=[CH:32][CH:33]=2)=[CH:22][C:21]=1[CH2:20][C:2]1([C:7]2[CH:12]=[CH:11][C:10]([OH:13])=[CH:9][CH:8]=2)[S:3][CH2:4][CH2:5][CH2:6][S:1]1. The catalyst class is: 1. (7) Reactant: [NH2:1][CH2:2][C@@H:3]1[CH2:8][CH2:7][C@H:6]([NH:9][C:10]2[N:19]=[C:18]([N:20]([CH3:22])[CH3:21])[C:17]3[CH2:16][CH2:15][CH2:14][CH2:13][C:12]=3[N:11]=2)[CH2:5][CH2:4]1.CCN(C(C)C)C(C)C.[F:32][C:33]1[CH:34]=[C:35]([CH:39]=[CH:40][C:41]=1[F:42])[C:36]([Cl:38])=[O:37]. Product: [ClH:38].[CH3:21][N:20]([CH3:22])[C:18]1[C:17]2[CH2:16][CH2:15][CH2:14][CH2:13][C:12]=2[N:11]=[C:10]([NH:9][C@@H:6]2[CH2:7][CH2:8][C@H:3]([CH2:2][NH:1][C:36](=[O:37])[C:35]3[CH:39]=[CH:40][C:41]([F:42])=[C:33]([F:32])[CH:34]=3)[CH2:4][CH2:5]2)[N:19]=1. The catalyst class is: 22.